This data is from Catalyst prediction with 721,799 reactions and 888 catalyst types from USPTO. The task is: Predict which catalyst facilitates the given reaction. (1) Reactant: [CH3:1][C:2]1[NH:3][C:4]2[C:9]([CH:10]=1)=[CH:8][CH:7]=[CH:6][CH:5]=2.[OH-].[K+].I[CH2:14][CH3:15]. Product: [CH2:14]([N:3]1[C:4]2[C:9](=[CH:8][CH:7]=[CH:6][CH:5]=2)[CH:10]=[C:2]1[CH3:1])[CH3:15]. The catalyst class is: 16. (2) Reactant: [CH3:1][C:2]1([CH3:26])[C:11]2[N:10]=C(C#N)[CH:8]=[CH:7][C:6]=2[NH:5][CH:4]([C:14]2[CH:19]=[CH:18][CH:17]=[C:16]([N:20]3[CH2:25][CH2:24][O:23][CH2:22][CH2:21]3)[CH:15]=2)[CH2:3]1.[OH-:27].[Na+].Cl.[CH2:30]([OH:32])[CH3:31]. Product: [CH3:1][C:2]1([CH3:26])[C:11]2[N:10]=[C:31]([C:30]([OH:27])=[O:32])[CH:8]=[CH:7][C:6]=2[NH:5][CH:4]([C:14]2[CH:19]=[CH:18][CH:17]=[C:16]([N:20]3[CH2:25][CH2:24][O:23][CH2:22][CH2:21]3)[CH:15]=2)[CH2:3]1. The catalyst class is: 6. (3) Reactant: [C:1]1([C:10]2[CH:15]=[CH:14][C:13]([C:16]([OH:18])=[O:17])=[CH:12][CH:11]=2)[CH:6]=[CH:5][C:4]([C:7]([OH:9])=[O:8])=[CH:3][CH:2]=1.[CH2:19](O)[CH2:20][CH2:21][CH3:22].[C:24]1(C)[CH:29]=CC=[CH:26][CH:25]=1.C1(C)C=CC(S(O)(=O)=O)=CC=1. The catalyst class is: 46. Product: [C:1]1([C:10]2[CH:15]=[CH:14][C:13]([C:16]([O:18][CH2:29][CH2:24][CH2:25][CH3:26])=[O:17])=[CH:12][CH:11]=2)[CH:6]=[CH:5][C:4]([C:7]([O:9][CH2:19][CH2:20][CH2:21][CH3:22])=[O:8])=[CH:3][CH:2]=1. (4) Reactant: [CH2:1]([N:8]1[CH2:12][CH2:11][C@H:10]([OH:13])[CH2:9]1)[C:2]1[CH:7]=[CH:6][CH:5]=[CH:4][CH:3]=1.[Cl:14][C:15]1[CH:29]=[CH:28][C:18]([CH:19](O)[C:20]2[CH:25]=[CH:24][C:23]([Cl:26])=[CH:22][CH:21]=2)=[CH:17][CH:16]=1.C1(C)C=CC(S(O)(=O)=O)=CC=1. Product: [CH2:1]([N:8]1[CH2:12][CH2:11][C@H:10]([O:13][CH:19]([C:18]2[CH:28]=[CH:29][C:15]([Cl:14])=[CH:16][CH:17]=2)[C:20]2[CH:21]=[CH:22][C:23]([Cl:26])=[CH:24][CH:25]=2)[CH2:9]1)[C:2]1[CH:3]=[CH:4][CH:5]=[CH:6][CH:7]=1. The catalyst class is: 11. (5) Reactant: [CH:1]([N-]C(C)C)(C)C.[Li+].[Br:9][C:10]1[CH:15]=[CH:14][C:13]([CH2:16][C:17]([O:19][CH3:20])=[O:18])=[CH:12][CH:11]=1.IC. Product: [Br:9][C:10]1[CH:11]=[CH:12][C:13]([CH:16]([CH3:1])[C:17]([O:19][CH3:20])=[O:18])=[CH:14][CH:15]=1. The catalyst class is: 7.